This data is from Full USPTO retrosynthesis dataset with 1.9M reactions from patents (1976-2016). The task is: Predict the reactants needed to synthesize the given product. (1) Given the product [F:20][C:21]1[CH:22]=[CH:23][C:24]([NH:27][C:28]2[C:37]3[C:32](=[CH:33][CH:34]=[C:35]([C:38](=[O:41])[NH:39][CH3:40])[CH:36]=3)[N:31]=[CH:30][C:29]=2[C:42]([O:44][CH2:3][CH2:4][N:5]2[CH2:10][CH2:9][O:8][CH2:7][CH2:6]2)=[O:43])=[CH:25][CH:26]=1, predict the reactants needed to synthesize it. The reactants are: Cl.Cl[CH2:3][CH2:4][N:5]1[CH2:10][CH2:9][O:8][CH2:7][CH2:6]1.C(N(CC)C(C)C)(C)C.[F:20][C:21]1[CH:26]=[CH:25][C:24]([NH:27][C:28]2[C:37]3[C:32](=[CH:33][CH:34]=[C:35]([C:38](=[O:41])[NH:39][CH3:40])[CH:36]=3)[N:31]=[CH:30][C:29]=2[C:42]([OH:44])=[O:43])=[CH:23][CH:22]=1. (2) Given the product [CH3:1][O:2][C:3]1[CH:17]=[CH:16][C:6](/[CH:7]=[C:8](\[CH2:12][C:13](=[O:14])[N:19]([CH3:20])[CH3:18])/[C:9]([OH:11])=[O:10])=[CH:5][CH:4]=1, predict the reactants needed to synthesize it. The reactants are: [CH3:1][O:2][C:3]1[CH:17]=[CH:16][C:6](/[CH:7]=[C:8](\[CH2:12][C:13](O)=[O:14])/[C:9]([OH:11])=[O:10])=[CH:5][CH:4]=1.[CH3:18][N:19](C)[CH2:20]CCN=C=NCC.C1C=CC2N(O)N=NC=2C=1.Cl.CNC.